The task is: Predict which catalyst facilitates the given reaction.. This data is from Catalyst prediction with 721,799 reactions and 888 catalyst types from USPTO. (1) Reactant: C([O:4][CH2:5][C:6](=[O:37])[NH:7][C:8]1[N:9]=[C:10]2[CH:15]=[CH:14][C:13]([O:16][C:17]3[CH:22]=[CH:21][CH:20]=[C:19]([NH:23][C:24](=[O:35])[C:25]4[CH:30]=[CH:29][CH:28]=[C:27]([C:31]([F:34])([F:33])[F:32])[CH:26]=4)[CH:18]=3)=[N:12][N:11]2[CH:36]=1)(=O)C.[OH-].[Na+].Cl. Product: [C:6]([NH:7][C:8]1[N:9]=[C:10]2[CH:15]=[CH:14][C:13]([O:16][C:17]3[CH:18]=[C:19]([NH:23][C:24](=[O:35])[C:25]4[CH:30]=[CH:29][CH:28]=[C:27]([C:31]([F:32])([F:33])[F:34])[CH:26]=4)[CH:20]=[CH:21][CH:22]=3)=[N:12][N:11]2[CH:36]=1)(=[O:37])[CH2:5][OH:4]. The catalyst class is: 5. (2) Reactant: [Cl:1][C:2]1[N:7]=[C:6]([CH2:8][C:9]([C:11]2[C:12]([O:24][CH3:25])=[C:13]([NH:17][C:18](=[O:23])[O:19][CH2:20][CH:21]=[CH2:22])[CH:14]=[CH:15][CH:16]=2)=O)[CH:5]=[CH:4][N:3]=1.C1C(=O)N(Br)C(=O)C1.[N:34]1([C:40](=[S:42])[NH2:41])[CH2:39][CH2:38][O:37][CH2:36][CH2:35]1. Product: [Cl:1][C:2]1[N:7]=[C:6]([C:8]2[S:42][C:40]([N:34]3[CH2:39][CH2:38][O:37][CH2:36][CH2:35]3)=[N:41][C:9]=2[C:11]2[C:12]([O:24][CH3:25])=[C:13]([NH:17][C:18](=[O:23])[O:19][CH2:20][CH:21]=[CH2:22])[CH:14]=[CH:15][CH:16]=2)[CH:5]=[CH:4][N:3]=1. The catalyst class is: 583. (3) Reactant: C(OC(=O)[N:7]([CH2:13][CH2:14][CH2:15][CH3:16])[N:8]1[CH:12]=[CH:11][CH:10]=[CH:9]1)(C)(C)C.C(N(CC)CC)C.[Si](OS(C(F)(F)F)(=O)=O)(C)(C)C. Product: [CH2:13]([NH:7][N:8]1[CH:12]=[CH:11][CH:10]=[CH:9]1)[CH2:14][CH2:15][CH3:16]. The catalyst class is: 2. (4) Reactant: [CH2:1]([N:3]([CH:27]1[CH2:32][CH2:31][NH:30][CH2:29][CH2:28]1)[C:4]1[C:19]2[CH2:18][CH:17]=[CH:16][CH2:15][CH2:14][C:13]3[CH:20]=[C:21]([CH3:25])[NH:22][C:23](=[O:24])[C:12]=3[CH2:11][NH:10][C:9](=[O:26])[C:8]=2[CH:7]=[CH:6][CH:5]=1)[CH3:2].FC(F)(F)S(O[CH2:39][C:40]([F:43])([F:42])[F:41])(=O)=O.CCN(CC)CC. Product: [CH2:1]([N:3]([CH:27]1[CH2:32][CH2:31][N:30]([CH2:39][C:40]([F:43])([F:42])[F:41])[CH2:29][CH2:28]1)[C:4]1[C:19]2[CH2:18][CH:17]=[CH:16][CH2:15][CH2:14][C:13]3[CH:20]=[C:21]([CH3:25])[NH:22][C:23](=[O:24])[C:12]=3[CH2:11][NH:10][C:9](=[O:26])[C:8]=2[CH:7]=[CH:6][CH:5]=1)[CH3:2]. The catalyst class is: 1. (5) Reactant: C([O:5]C(=O)[NH:7][C@H:8]1[CH2:13][CH2:12][CH2:11][CH2:10][C@H:9]1[NH:14][C:15]1[N:16]=[N:17][C:18]([C:29](=[O:31])[NH2:30])=[C:19]([NH:21][C:22]2[CH:27]=[CH:26][C:25]([CH3:28])=[CH:24][CH:23]=2)[CH:20]=1)(C)(C)C.FC(F)(F)C(O)=O.C(=O)(O)[O-].[Na+]. Product: [NH4+:7].[OH-:5].[NH2:7][C@H:8]1[CH2:13][CH2:12][CH2:11][CH2:10][C@H:9]1[NH:14][C:15]1[N:16]=[N:17][C:18]([C:29]([NH2:30])=[O:31])=[C:19]([NH:21][C:22]2[CH:27]=[CH:26][C:25]([CH3:28])=[CH:24][CH:23]=2)[CH:20]=1. The catalyst class is: 4.